Dataset: Forward reaction prediction with 1.9M reactions from USPTO patents (1976-2016). Task: Predict the product of the given reaction. (1) Given the reactants [CH2:1]([S:3]([N:6]1[CH2:11][CH2:10][CH:9]([C:12]2[C:20]3[C:15](=[C:16]([C:35]([NH2:37])=[O:36])[CH:17]=[C:18]([C:21]4[CH:25]=[C:24]([CH2:26][N:27]5[CH2:31][CH2:30][CH2:29][CH:28]5[CH2:32][CH2:33][CH3:34])[S:23][CH:22]=4)[CH:19]=3)[NH:14][CH:13]=2)[CH2:8][CH2:7]1)(=[O:5])=[O:4])[CH3:2].[CH2:38](C1CCCN1)CC, predict the reaction product. The product is: [CH2:1]([S:3]([N:6]1[CH2:11][CH2:10][CH:9]([C:12]2[C:20]3[C:15](=[C:16]([C:35]([NH2:37])=[O:36])[CH:17]=[C:18]([C:21]4[CH:25]=[C:24]([CH2:26][N:27]5[CH2:31][CH2:30][CH2:29][CH:28]5[CH2:32][CH:33]([CH3:38])[CH3:34])[S:23][CH:22]=4)[CH:19]=3)[NH:14][CH:13]=2)[CH2:8][CH2:7]1)(=[O:4])=[O:5])[CH3:2]. (2) Given the reactants [O:1]1[C:8]2[CH:7]=[C:6]([C:9]([O-:11])=[O:10])[NH:5][C:4]=2[CH:3]=[CH:2]1.[Na+].Cl[CH2:14][CH2:15][N:16]([CH3:18])[CH3:17], predict the reaction product. The product is: [O:1]1[C:8]2[CH:7]=[C:6]([C:9]([O:11][CH2:14][CH2:15][N:16]([CH3:18])[CH3:17])=[O:10])[NH:5][C:4]=2[CH:3]=[CH:2]1. (3) Given the reactants [CH2:1]([O:8][C:9]1[CH:10]=[CH:11][C:12]([O:29][CH:30]([CH3:32])[CH3:31])=[C:13]([C:15]2[NH:28][C:18]3=[N:19][CH:20]=[C:21]([C:23]([O:25]CC)=[O:24])[CH:22]=[C:17]3[N:16]=2)[CH:14]=1)[C:2]1[CH:7]=[CH:6][CH:5]=[CH:4][CH:3]=1.[OH-].[Na+].Cl, predict the reaction product. The product is: [CH2:1]([O:8][C:9]1[CH:10]=[CH:11][C:12]([O:29][CH:30]([CH3:32])[CH3:31])=[C:13]([C:15]2[NH:28][C:18]3=[N:19][CH:20]=[C:21]([C:23]([OH:25])=[O:24])[CH:22]=[C:17]3[N:16]=2)[CH:14]=1)[C:2]1[CH:7]=[CH:6][CH:5]=[CH:4][CH:3]=1. (4) Given the reactants [CH3:1][C:2]1[N:3]=[CH:4][NH:5][C:6]=1[C:7]1[CH:12]=[CH:11][CH:10]=[CH:9][CH:8]=1.[H-].[Na+].[CH3:15][Si:16]([CH2:19][CH2:20][O:21][CH2:22]Cl)([CH3:18])[CH3:17], predict the reaction product. The product is: [CH3:1][C:2]1[N:3]=[CH:4][N:5]([CH2:22][O:21][CH2:20][CH2:19][Si:16]([CH3:18])([CH3:17])[CH3:15])[C:6]=1[C:7]1[CH:8]=[CH:9][CH:10]=[CH:11][CH:12]=1. (5) Given the reactants C[O:2][C:3](=[O:30])[CH2:4][CH:5]([C:23]1[CH:28]=[CH:27][CH:26]=[C:25]([Br:29])[CH:24]=1)[NH:6][C:7]([C:9]1[CH:10]=[N:11][N:12]([C:15]2[CH:20]=[CH:19][C:18]([Cl:21])=[C:17]([Cl:22])[CH:16]=2)[C:13]=1[CH3:14])=[O:8].[OH-].[Na+].Cl, predict the reaction product. The product is: [Br:29][C:25]1[CH:24]=[C:23]([CH:5]([NH:6][C:7]([C:9]2[CH:10]=[N:11][N:12]([C:15]3[CH:20]=[CH:19][C:18]([Cl:21])=[C:17]([Cl:22])[CH:16]=3)[C:13]=2[CH3:14])=[O:8])[CH2:4][C:3]([OH:30])=[O:2])[CH:28]=[CH:27][CH:26]=1. (6) Given the reactants Br[CH2:2][CH2:3][CH2:4][CH2:5][CH2:6][CH2:7][C:8]1[C:14]2[CH:15]=[CH:16][C:17]([OH:19])=[CH:18][C:13]=2[CH2:12][CH2:11][CH2:10][C:9]=1[C:20]1[CH:25]=[CH:24][CH:23]=[C:22]([OH:26])[CH:21]=1.[CH2:27]([NH:29][CH2:30][CH2:31][CH2:32][S:33]([CH2:36][CH2:37][CH2:38][C:39]([F:45])([F:44])[C:40]([F:43])([F:42])[F:41])(=[O:35])=[O:34])[CH3:28], predict the reaction product. The product is: [CH2:27]([N:29]([CH2:30][CH2:31][CH2:32][S:33]([CH2:36][CH2:37][CH2:38][C:39]([F:45])([F:44])[C:40]([F:43])([F:42])[F:41])(=[O:34])=[O:35])[CH2:2][CH2:3][CH2:4][CH2:5][CH2:6][CH2:7][C:8]1[C:14]2[CH:15]=[CH:16][C:17]([OH:19])=[CH:18][C:13]=2[CH2:12][CH2:11][CH2:10][C:9]=1[C:20]1[CH:25]=[CH:24][CH:23]=[C:22]([OH:26])[CH:21]=1)[CH3:28]. (7) Given the reactants Br[C:2]1[C:3]([N:23]([CH3:28])[S:24]([CH3:27])(=[O:26])=[O:25])=[CH:4][C:5]2[O:9][C:8]([C:10]3[CH:15]=[CH:14][C:13]([F:16])=[CH:12][C:11]=3[F:17])=[C:7]([C:18]([NH:20][CH3:21])=[O:19])[C:6]=2[CH:22]=1.[B:29]1([B:29]2[O:33][C:32]([CH3:35])([CH3:34])[C:31]([CH3:37])([CH3:36])[O:30]2)[O:33][C:32]([CH3:35])([CH3:34])[C:31]([CH3:37])([CH3:36])[O:30]1.CC([O-])=O.[K+], predict the reaction product. The product is: [F:17][C:11]1[CH:12]=[C:13]([F:16])[CH:14]=[CH:15][C:10]=1[C:8]1[O:9][C:5]2[CH:4]=[C:3]([N:23]([CH3:28])[S:24]([CH3:27])(=[O:26])=[O:25])[C:2]([B:29]3[O:33][C:32]([CH3:35])([CH3:34])[C:31]([CH3:37])([CH3:36])[O:30]3)=[CH:22][C:6]=2[C:7]=1[C:18]([NH:20][CH3:21])=[O:19]. (8) Given the reactants CS(O[C@H:6]1[C@@H:11]([CH3:12])[CH2:10][C@@H:9]([C:13]2[CH:18]=[CH:17][N:16]=[CH:15][C:14]=2[NH2:19])[CH2:8][C@H:7]1[NH:20][C:21]([O:23][C:24]([CH3:27])([CH3:26])[CH3:25])=[O:22])(=O)=O.[N-:28]=[N+:29]=[N-:30].[Na+], predict the reaction product. The product is: [NH2:19][C:14]1[CH:15]=[N:16][CH:17]=[CH:18][C:13]=1[C@H:9]1[CH2:8][C@@H:7]([NH:20][C:21](=[O:22])[O:23][C:24]([CH3:27])([CH3:26])[CH3:25])[C@H:6]([N:28]=[N+:29]=[N-:30])[C@@H:11]([CH3:12])[CH2:10]1.